This data is from Forward reaction prediction with 1.9M reactions from USPTO patents (1976-2016). The task is: Predict the product of the given reaction. (1) Given the reactants [C:1]([O:5][C:6]([N:8]1[CH2:13][CH2:12][CH:11]([NH2:14])[CH2:10][CH2:9]1)=[O:7])([CH3:4])([CH3:3])[CH3:2].[CH:15]12[CH2:24][CH:19]3[CH2:20][CH:21]([CH2:23][CH:17]([CH2:18]3)[C:16]1=O)[CH2:22]2.[BH4-].[Na+], predict the reaction product. The product is: [C:1]([O:5][C:6]([N:8]1[CH2:13][CH2:12][CH:11]([NH:14][CH:16]2[CH:17]3[CH2:23][CH:21]4[CH2:20][CH:19]([CH2:24][CH:15]2[CH2:22]4)[CH2:18]3)[CH2:10][CH2:9]1)=[O:7])([CH3:4])([CH3:2])[CH3:3]. (2) Given the reactants Br[CH:2]1[CH2:7][CH2:6][CH2:5][CH:4]([C:8]2[CH:13]=[CH:12][CH:11]=[CH:10][CH:9]=2)[C:3]1=O.[Cl:15][C:16]1[N:17]=[CH:18][N:19]([C:21]2[CH:26]=[CH:25][C:24]([NH:27][C:28]([NH2:30])=[S:29])=[CH:23][C:22]=2[O:31][CH3:32])[CH:20]=1, predict the reaction product. The product is: [Cl:15][C:16]1[N:17]=[CH:18][N:19]([C:21]2[CH:26]=[CH:25][C:24]([NH:27][C:28]3[S:29][C:2]4[CH2:7][CH2:6][CH2:5][CH:4]([C:8]5[CH:13]=[CH:12][CH:11]=[CH:10][CH:9]=5)[C:3]=4[N:30]=3)=[CH:23][C:22]=2[O:31][CH3:32])[CH:20]=1. (3) Given the reactants [Cl:1][C:2]1[CH:25]=[CH:24][C:5]([CH2:6][N:7]2[CH:11]=[N:10][N:9]=[C:8]2[C@H:12]2[CH2:16][CH2:15][CH2:14][N:13]2[C:17]([O:19][C:20]([CH3:23])([CH3:22])[CH3:21])=[O:18])=[CH:4][CH:3]=1.[CH2:26]=[O:27], predict the reaction product. The product is: [Cl:1][C:2]1[CH:25]=[CH:24][C:5]([CH2:6][N:7]2[C:11]([CH2:26][OH:27])=[N:10][N:9]=[C:8]2[C@H:12]2[CH2:16][CH2:15][CH2:14][N:13]2[C:17]([O:19][C:20]([CH3:21])([CH3:22])[CH3:23])=[O:18])=[CH:4][CH:3]=1.